The task is: Predict which catalyst facilitates the given reaction.. This data is from Catalyst prediction with 721,799 reactions and 888 catalyst types from USPTO. (1) Reactant: [F:1][C:2]1[CH:10]=[C:9]([F:11])[C:8]([F:12])=[CH:7][C:3]=1[C:4](Cl)=[O:5].[CH3:13][NH:14][CH2:15][CH2:16][OH:17]. Product: [F:1][C:2]1[CH:10]=[C:9]([F:11])[C:8]([F:12])=[CH:7][C:3]=1[C:4]([N:14]([CH2:15][CH2:16][OH:17])[CH3:13])=[O:5]. The catalyst class is: 797. (2) Reactant: [NH2:1][C:2]1[CH:10]=[CH:9][C:8]([N:11]2[CH2:16][CH:15]([CH3:17])[O:14][CH:13]([CH3:18])[CH2:12]2)=[CH:7][C:3]=1[C:4]([OH:6])=[O:5].O.[O:20]=[C:21](Cl)OC(Cl)(Cl)Cl. Product: [CH3:18][CH:13]1[O:14][CH:15]([CH3:17])[CH2:16][N:11]([C:8]2[CH:7]=[C:3]3[C:4]([O:6][C:21](=[O:20])[NH:1][C:2]3=[CH:10][CH:9]=2)=[O:5])[CH2:12]1. The catalyst class is: 12.